Dataset: Retrosynthesis with 50K atom-mapped reactions and 10 reaction types from USPTO. Task: Predict the reactants needed to synthesize the given product. (1) The reactants are: CCOC(=O)NC1Cc2ccc(OC)cc2C1Cc1ccccc1. Given the product CCOC(=O)NC1Cc2ccc(O)cc2C1Cc1ccccc1, predict the reactants needed to synthesize it. (2) Given the product COC(=O)c1ccc(CN([C@@H]2CC(C)(C)CCNC2=O)S(=O)(=O)c2ccc(Cl)cc2)c(F)c1, predict the reactants needed to synthesize it. The reactants are: CC1(C)CCNC(=O)[C@H](NS(=O)(=O)c2ccc(Cl)cc2)C1.COC(=O)c1ccc(CBr)c(F)c1. (3) Given the product CCN(CC)C(=O)N(C1CCCCC1)C1CC2CCC(C1)N2C(=O)[C@H](N)Cc1ccc(Cl)cc1, predict the reactants needed to synthesize it. The reactants are: CCN(CC)C(=O)N(C1CCCCC1)C1CC2CCC(C1)N2C(=O)[C@@H](Cc1ccc(Cl)cc1)NC(=O)OC(C)(C)C. (4) Given the product CON=C(COCc1cc(C(F)(F)F)cc(C(F)(F)F)c1)C(CC=O)c1ccc(Cl)c(Cl)c1, predict the reactants needed to synthesize it. The reactants are: CON=C(COCc1cc(C(F)(F)F)cc(C(F)(F)F)c1)C(CCO)c1ccc(Cl)c(Cl)c1. (5) The reactants are: CC(C)(C)OC(=O)NCCBr.CCc1nc(I)c(I)[nH]1. Given the product CCc1nc(I)c(I)n1CCNC(=O)OC(C)(C)C, predict the reactants needed to synthesize it. (6) Given the product N#Cc1cccc([C@H]2SCC(C(=O)O)N2C(=O)OCc2ccccc2)c1, predict the reactants needed to synthesize it. The reactants are: N#Cc1cccc([C@@H]2NC(C(=O)O)CS2)c1.O=C(Cl)OCc1ccccc1.